From a dataset of Reaction yield outcomes from USPTO patents with 853,638 reactions. Predict the reaction yield, written as a fraction of the theoretical maximum amount of product (1.0 means a 100% yield; for example, 0.34 means a 34% yield). (1) The product is [Cl:13][C:7]1[CH:8]=[C:9]([Cl:12])[CH:10]=[CH:11][C:6]=1[NH:5][N:4]=[C:1]([Cl:16])[CH3:2]. The reactants are [C:1]([NH:4][NH:5][C:6]1[CH:11]=[CH:10][C:9]([Cl:12])=[CH:8][C:7]=1[Cl:13])(=O)[CH3:2].P(Cl)(Cl)([Cl:16])=O. The catalyst is C1(C)C=CC=CC=1. The yield is 0.785. (2) The reactants are [Br:1][C:2]1[CH:3]=[CH:4][C:5]2[N:12]([CH2:13][CH2:14][CH3:15])[CH2:11][CH2:10][CH2:9][C:8]([C:16]([O:18]C)=[O:17])=[CH:7][C:6]=2[CH:20]=1.[OH-].[Na+].Cl. The catalyst is O1CCCC1.CO. The product is [Br:1][C:2]1[CH:3]=[CH:4][C:5]2[N:12]([CH2:13][CH2:14][CH3:15])[CH2:11][CH2:10][CH2:9][C:8]([C:16]([OH:18])=[O:17])=[CH:7][C:6]=2[CH:20]=1. The yield is 0.470. (3) The reactants are Cl[CH2:2][C:3]([NH:5][C:6]1[CH:27]=[CH:26][C:9]2[N:10]=[C:11]([NH:14][CH:15]3[C:19]4[C:20]([O:24][CH3:25])=[CH:21][CH:22]=[CH:23][C:18]=4[O:17][CH2:16]3)[O:12][CH2:13][C:8]=2[CH:7]=1)=[O:4].[CH:28]([N:31]1[CH2:36][CH2:35][NH:34][CH2:33][CH2:32]1)([CH3:30])[CH3:29]. No catalyst specified. The product is [CH:28]([N:31]1[CH2:36][CH2:35][N:34]([CH2:2][C:3]([NH:5][C:6]2[CH:27]=[CH:26][C:9]3[N:10]=[C:11]([NH:14][CH:15]4[C:19]5[C:20]([O:24][CH3:25])=[CH:21][CH:22]=[CH:23][C:18]=5[O:17][CH2:16]4)[O:12][CH2:13][C:8]=3[CH:7]=2)=[O:4])[CH2:33][CH2:32]1)([CH3:30])[CH3:29]. The yield is 0.730. (4) The product is [OH:2][C:3]1[C:8]([CH2:9][NH:10][C:11](=[O:25])[C:12]2[CH:13]=[CH:14][C:15]([O:18][C:19]3[CH:24]=[CH:23][CH:22]=[CH:21][CH:20]=3)=[CH:16][CH:17]=2)=[C:7]([C:26]([F:28])([F:27])[F:29])[CH:6]=[C:5]([CH3:30])[N:4]=1. The catalyst is C(#N)C. The reactants are C[O:2][C:3]1[C:8]([CH2:9][NH:10][C:11](=[O:25])[C:12]2[CH:17]=[CH:16][C:15]([O:18][C:19]3[CH:24]=[CH:23][CH:22]=[CH:21][CH:20]=3)=[CH:14][CH:13]=2)=[C:7]([C:26]([F:29])([F:28])[F:27])[CH:6]=[C:5]([CH3:30])[N:4]=1.I[Si](C)(C)C. The yield is 0.750. (5) The reactants are [NH2:1][C:2]1[C:7]([N:8]([CH3:17])[C:9](=O)[C:10]2[CH:15]=[CH:14][CH:13]=[CH:12][CH:11]=2)=[C:6]([Cl:18])[N:5]=[CH:4][N:3]=1.P(Cl)(Cl)(Cl)=O. No catalyst specified. The product is [Cl:18][C:6]1[N:5]=[CH:4][N:3]=[C:2]2[C:7]=1[N:8]([CH3:17])[C:9]([C:10]1[CH:15]=[CH:14][CH:13]=[CH:12][CH:11]=1)=[N:1]2. The yield is 0.844. (6) The reactants are [C:9](O[C:9]([O:11][C:12]([CH3:15])([CH3:14])[CH3:13])=[O:10])([O:11][C:12]([CH3:15])([CH3:14])[CH3:13])=[O:10].[NH:16]1[CH2:21][CH2:20][NH:19][CH2:18][CH2:17]1. The catalyst is ClCCl. The product is [C:12]([O:11][C:9]([N:16]1[CH2:21][CH2:20][NH:19][CH2:18][CH2:17]1)=[O:10])([CH3:13])([CH3:14])[CH3:15]. The yield is 0.439.